Dataset: Catalyst prediction with 721,799 reactions and 888 catalyst types from USPTO. Task: Predict which catalyst facilitates the given reaction. (1) Product: [C:1]([NH:9][C:10]1[CH:11]=[C:12]([CH:16]=[CH:17][CH:18]=1)[C:13]([Cl:21])=[O:14])(=[O:8])[C:2]1[CH:7]=[CH:6][CH:5]=[CH:4][CH:3]=1. Reactant: [C:1]([NH:9][C:10]1[CH:11]=[C:12]([CH:16]=[CH:17][CH:18]=1)[C:13](O)=[O:14])(=[O:8])[C:2]1[CH:7]=[CH:6][CH:5]=[CH:4][CH:3]=1.S(Cl)([Cl:21])=O. The catalyst class is: 11. (2) Reactant: [Br:1][C:2]1[N:7]=[C:6]([C:8]([N:10]2[CH2:15][CH2:14][C:13](=[O:16])[CH2:12][CH2:11]2)=[O:9])[CH:5]=[CH:4][CH:3]=1.C[Si](C)(C)[C:19]([F:22])([F:21])[F:20].[F-].C([N+](CCCC)(CCCC)CCCC)CCC.[Cl-].[NH4+]. Product: [Br:1][C:2]1[N:7]=[C:6]([C:8]([N:10]2[CH2:15][CH2:14][C:13]([OH:16])([C:19]([F:22])([F:21])[F:20])[CH2:12][CH2:11]2)=[O:9])[CH:5]=[CH:4][CH:3]=1. The catalyst class is: 36. (3) Reactant: [NH2:1][C:2]1[N:7]=[CH:6][N:5]=[C:4]2[N:8]([CH:31]3[CH2:36][CH2:35][N:34]([CH:37]4[CH2:42][CH2:41][N:40]([CH3:43])[CH2:39][CH2:38]4)[CH2:33][CH2:32]3)[N:9]=[C:10]([C:11]3[CH:16]=[CH:15][C:14]([NH:17][C:18](=[O:28])[C:19]4[CH:24]=[CH:23][C:22]([N:25]([CH3:27])[CH3:26])=[CH:21][CH:20]=4)=[C:13]([O:29][CH3:30])[CH:12]=3)[C:3]=12.[C:44]([OH:51])(=[O:50])/[CH:45]=[CH:46]\[C:47]([OH:49])=[O:48]. Product: [C:44]([OH:51])(=[O:50])/[CH:45]=[CH:46]\[C:47]([OH:49])=[O:48].[C:44]([OH:51])(=[O:50])/[CH:45]=[CH:46]\[C:47]([OH:49])=[O:48].[C:44]([OH:51])(=[O:50])/[CH:45]=[CH:46]\[C:47]([OH:49])=[O:48].[NH2:1][C:2]1[N:7]=[CH:6][N:5]=[C:4]2[N:8]([CH:31]3[CH2:36][CH2:35][N:34]([CH:37]4[CH2:38][CH2:39][N:40]([CH3:43])[CH2:41][CH2:42]4)[CH2:33][CH2:32]3)[N:9]=[C:10]([C:11]3[CH:16]=[CH:15][C:14]([NH:17][C:18](=[O:28])[C:19]4[CH:24]=[CH:23][C:22]([N:25]([CH3:27])[CH3:26])=[CH:21][CH:20]=4)=[C:13]([O:29][CH3:30])[CH:12]=3)[C:3]=12. The catalyst class is: 336. (4) Reactant: [N:1]1[CH:6]=[CH:5][C:4]([CH:7]=O)=[CH:3][CH:2]=1.[NH2:9][CH2:10][CH2:11][C:12]1[CH:13]=[N:14][CH:15]=[CH:16][CH:17]=1.[BH4-].[Na+]. The catalyst class is: 24. Product: [N:14]1[CH:15]=[CH:16][CH:17]=[C:12]([CH2:11][CH2:10][NH:9][CH2:7][C:4]2[CH:5]=[CH:6][N:1]=[CH:2][CH:3]=2)[CH:13]=1. (5) Reactant: [Cl:1][C:2]1[CH:7]=[C:6]2[NH:8][C:9](=[O:43])[C@:10]3([C@@H:14]([C:15]4[CH:20]=[CH:19][CH:18]=[C:17]([Cl:21])[C:16]=4[F:22])[C@H:13]([C:23](=[O:33])[NH:24][C:25]4[CH:30]=[CH:29][C:28]([C:31]#[N:32])=[CH:27][CH:26]=4)[NH:12][C@H:11]3[CH2:34][C:35]([CH3:42])([CH3:41])[CH2:36][O:37]C(=O)C)[C:5]2=[CH:4][CH:3]=1.[OH-].[Na+].CO. Product: [C:31]([C:28]1[CH:27]=[CH:26][C:25]([NH:24][C:23]([CH:13]2[NH:12][CH:11]([CH2:34][C:35]([CH3:42])([CH3:41])[CH2:36][OH:37])[C:10]3([C:5]4[C:6](=[CH:7][C:2]([Cl:1])=[CH:3][CH:4]=4)[NH:8][C:9]3=[O:43])[CH:14]2[C:15]2[CH:20]=[CH:19][CH:18]=[C:17]([Cl:21])[C:16]=2[F:22])=[O:33])=[CH:30][CH:29]=1)#[N:32]. The catalyst class is: 7. (6) Reactant: [F:1][C@H:2]1[CH2:19][C@@:17]2([CH3:18])[C@@H:13]([CH2:14][CH2:15][C:16]2=[O:20])[C@H:12]2[C@H:3]1[C:4]1[CH:5]=[CH:6][C:7]([OH:28])=[CH:8][C:9]=1[CH2:10][C@H:11]2[CH2:21][CH2:22][CH2:23][CH2:24][CH2:25][NH:26][CH3:27].C(=O)([O-])[O-].[K+].[K+].[F:35][C:36]([F:45])([F:44])[C:37]([F:43])([F:42])[CH2:38][CH2:39][CH2:40]I. Product: [F:1][C@H:2]1[CH2:19][C@@:17]2([CH3:18])[C@@H:13]([CH2:14][CH2:15][C:16]2=[O:20])[C@H:12]2[C@H:3]1[C:4]1[CH:5]=[CH:6][C:7]([OH:28])=[CH:8][C:9]=1[CH2:10][C@H:11]2[CH2:21][CH2:22][CH2:23][CH2:24][CH2:25][N:26]([CH3:27])[CH2:40][CH2:39][CH2:38][C:37]([F:43])([F:42])[C:36]([F:45])([F:44])[F:35]. The catalyst class is: 311. (7) Reactant: [OH-].[Na+].C[O:4][C:5]([C:7]1[CH:12]=[CH:11][CH:10]=[CH:9][C:8]=1[CH:13]1[CH2:17][CH2:16][N:15]([C:18]([O-:20])=[O:19])[CH2:14]1)=[O:6]. Product: [C:7]([O:20][C:18]([N:15]1[CH2:16][CH2:17][CH:13]([C:8]2[CH:9]=[CH:10][CH:11]=[CH:12][C:7]=2[C:5]([OH:4])=[O:6])[CH2:14]1)=[O:19])([CH3:12])([CH3:8])[CH3:5]. The catalyst class is: 5.